Dataset: Drug-target binding data from BindingDB using IC50 measurements. Task: Regression. Given a target protein amino acid sequence and a drug SMILES string, predict the binding affinity score between them. We predict pIC50 (pIC50 = -log10(IC50 in M); higher means more potent). Dataset: bindingdb_ic50. The small molecule is CCN(CC)CCCC(C)Nc1ccnc2cc(Cl)ccc12. The target protein (P00970) has sequence MILKILNEIASIGSTKQKQAILEKNKDNELLKRVYRLTYSRGLQYYIKKWPKPGIATQSFGMLTLTDMLDFIEFTLATRKLTGNAAIEELTGYITDGKKDDVEVLRRVMMRDLECGASVSIANKVWPGLIPEQPQMLASSYDEKGINKNIKFPAFAQLKADGARCFAEVRGDELDDVRLLSRAGNEYLGLDLLKEELIKMTAEARQIHPEGVLIDGELVYHEQVKKEPEGLDFLFDAYPENSKAKEFAEVAESRTASNGIANKSLKGTISEKEAQCMKFQVWDYVPLVEIYSLPAFRLKYDVRFSKLEQMTSGYDKVILIENQVVNNLDEAKVIYKKYIDQGLEGIILKNIDGLWENARSKNLYKFKEVIDVDLKIVGIYPHRKDPTKAGGFILESECGKIKVNAGSGLKDKAGVKSHELDRTRIMENQNYYIGKILECECNGWLKSDGRTDYVKLFLPIAIRLREDKTKANTFEDVFGDFHEVTGL. The pIC50 is 2.8.